This data is from Catalyst prediction with 721,799 reactions and 888 catalyst types from USPTO. The task is: Predict which catalyst facilitates the given reaction. (1) Reactant: [CH3:1][C:2]1[CH:3]=[CH:4][CH:5]=[CH:6][C:7]=1[O:8][C@@H:9]([C:14]1[CH:15]=[CH:16][CH:17]=[CH:18][CH:19]=1)[CH2:10][CH2:11][NH:12][CH3:13].C([O-])(=O)[C@H](C1C=CC=CC=1)O.C(OCCCC)(=O)C.[ClH:39]. Product: [CH3:1][C:2]1[CH:3]=[CH:4][CH:5]=[CH:6][C:7]=1[O:8][C@@H:9]([C:14]1[CH:19]=[CH:18][CH:17]=[CH:16][CH:15]=1)[CH2:10][CH2:11][NH:12][CH3:13].[ClH:39]. The catalyst class is: 11. (2) Reactant: C(OC(=O)[NH:7][C@@H:8]([CH3:27])[CH2:9][N:10]1[C:18]2[C:13](=[CH:14][CH:15]=[C:16]([C:19]3[CH:24]=[CH:23][C:22]([O:25][CH3:26])=[CH:21][CH:20]=3)[CH:17]=2)[CH:12]=[CH:11]1)(C)(C)C.C(Cl)Cl.[BH3-][C:33]#[N:34].[Na+].[C:36]([OH:39])(=O)[CH3:37]. Product: [CH3:26][O:25][C:22]1[CH:21]=[CH:20][C:19]([C:16]2[CH:17]=[C:18]3[C:13]([CH2:12][CH2:11][N:10]3[CH2:9][C@@H:8]([NH:7][CH2:37][C:36]([N:10]3[CH2:18][CH2:13][CH2:12][C@H:11]3[C:33]#[N:34])=[O:39])[CH3:27])=[CH:14][CH:15]=2)=[CH:24][CH:23]=1. The catalyst class is: 13. (3) Reactant: C(O[C:6](=O)[CH2:7][N:8]([CH2:13][C:14]1[CH:19]=[CH:18][CH:17]=[CH:16][CH:15]=1)[CH:9]([CH3:12])CO)(C)(C)C.C(N(CC)C(C)C)(C)C.F[P-](F)(F)(F)(F)F.[N:37]1(OC(N(C)C)=[N+](C)C)[C:41]2N=CC=[CH:45][C:40]=2N=N1.C(=O)(O)[O-:55].[Na+]. Product: [CH2:13]([N:8]1[CH2:7][CH2:6][C:12]2([NH:37][CH2:41][CH:40]2[CH3:45])[C:9]1=[O:55])[C:14]1[CH:15]=[CH:16][CH:17]=[CH:18][CH:19]=1. The catalyst class is: 146. (4) Reactant: [CH:1]1([C:6]2[NH:7][CH:8]=[C:9]([C:11]([F:14])([F:13])[F:12])[N:10]=2)[CH2:5][CH2:4][CH2:3][CH2:2]1.C[Si]([N-][Si](C)(C)C)(C)C.[K+].Br[CH2:26][C:27]([O:29][C:30]([CH3:33])([CH3:32])[CH3:31])=[O:28]. Product: [CH:1]1([C:6]2[N:7]([CH2:26][C:27]([O:29][C:30]([CH3:33])([CH3:32])[CH3:31])=[O:28])[CH:8]=[C:9]([C:11]([F:14])([F:13])[F:12])[N:10]=2)[CH2:2][CH2:3][CH2:4][CH2:5]1. The catalyst class is: 3. (5) Reactant: [CH3:1][C:2]1[NH:6][N:5]=[C:4]([C:7]([O:9][CH2:10][CH3:11])=[O:8])[CH:3]=1.[Br:12]N1C(=O)CCC1=O. Product: [Br:12][C:3]1[C:4]([C:7]([O:9][CH2:10][CH3:11])=[O:8])=[N:5][NH:6][C:2]=1[CH3:1]. The catalyst class is: 23.